This data is from Reaction yield outcomes from USPTO patents with 853,638 reactions. The task is: Predict the reaction yield, written as a fraction of the theoretical maximum amount of product (1.0 means a 100% yield; for example, 0.34 means a 34% yield). (1) The reactants are Cl[C:2]1[N:10]=[C:9]2[C:5]([N:6]=[C:7]([CH2:12][CH2:13][N:14]3[CH2:19][CH2:18][N:17]([CH:20]([CH3:22])[CH3:21])[C:16](=[O:23])[CH2:15]3)[N:8]2[CH3:11])=[C:4]([N:24]2[CH2:29][CH2:28][O:27][CH2:26][CH2:25]2)[N:3]=1.[CH2:30]([C:32]1[NH:33][C:34]2[CH:40]=[CH:39][CH:38]=[CH:37][C:35]=2[N:36]=1)[CH3:31].CC(C1C=C(C(C)C)C(C2C=CC=CC=2P(C2CCCCC2)C2CCCCC2)=C(C(C)C)C=1)C.C([O-])([O-])=O.[Cs+].[Cs+]. The catalyst is O1CCOCC1.C1C=CC(/C=C/C(/C=C/C2C=CC=CC=2)=O)=CC=1.C1C=CC(/C=C/C(/C=C/C2C=CC=CC=2)=O)=CC=1.C1C=CC(/C=C/C(/C=C/C2C=CC=CC=2)=O)=CC=1.[Pd].[Pd]. The product is [CH2:30]([C:32]1[N:33]([C:2]2[N:10]=[C:9]3[C:5]([N:6]=[C:7]([CH2:12][CH2:13][N:14]4[CH2:19][CH2:18][N:17]([CH:20]([CH3:21])[CH3:22])[C:16](=[O:23])[CH2:15]4)[N:8]3[CH3:11])=[C:4]([N:24]3[CH2:29][CH2:28][O:27][CH2:26][CH2:25]3)[N:3]=2)[C:34]2[CH:40]=[CH:39][CH:38]=[CH:37][C:35]=2[N:36]=1)[CH3:31]. The yield is 0.440. (2) The reactants are [C:1]1([CH2:7][O:8][C:9]([N:11]2[CH2:16][CH2:15][CH2:14][CH2:13][C@H:12]2[C:17](O)=[O:18])=[O:10])[CH:6]=[CH:5][CH:4]=[CH:3][CH:2]=1.O.C([O-])([O-])=O.[K+].[K+]. The catalyst is C1COCC1. The product is [OH:18][CH2:17][C@@H:12]1[CH2:13][CH2:14][CH2:15][CH2:16][N:11]1[C:9]([O:8][CH2:7][C:1]1[CH:2]=[CH:3][CH:4]=[CH:5][CH:6]=1)=[O:10]. The yield is 0.860. (3) The reactants are [CH3:1][C:2]1[S:6][C:5]2[CH:7]=[C:8]([O:11][C:12]3[CH:17]=[CH:16][N:15]=[C:14]4[CH:18]=[C:19]([C:21]5[N:22]([CH3:26])[CH:23]=[CH:24][N:25]=5)[S:20][C:13]=34)[CH:9]=[CH:10][C:4]=2[C:3]=1[C:27]([O:29]C)=[O:28].O[Li].O. No catalyst specified. The product is [CH3:1][C:2]1[S:6][C:5]2[CH:7]=[C:8]([O:11][C:12]3[CH:17]=[CH:16][N:15]=[C:14]4[CH:18]=[C:19]([C:21]5[N:22]([CH3:26])[CH:23]=[CH:24][N:25]=5)[S:20][C:13]=34)[CH:9]=[CH:10][C:4]=2[C:3]=1[C:27]([OH:29])=[O:28]. The yield is 0.850.